Dataset: Peptide-MHC class I binding affinity with 185,985 pairs from IEDB/IMGT. Task: Regression. Given a peptide amino acid sequence and an MHC pseudo amino acid sequence, predict their binding affinity value. This is MHC class I binding data. (1) The peptide sequence is SPTEMVDVSM. The MHC is HLA-B51:01 with pseudo-sequence HLA-B51:01. The binding affinity (normalized) is 0. (2) The peptide sequence is TSAAQIKVY. The MHC is SLA-20401 with pseudo-sequence SLA-20401. The binding affinity (normalized) is 0.0847. (3) The peptide sequence is TIEILRNYL. The MHC is HLA-A02:03 with pseudo-sequence HLA-A02:03. The binding affinity (normalized) is 0.332. (4) The peptide sequence is WRCPFPDQW. The MHC is Mamu-B17 with pseudo-sequence Mamu-B17. The binding affinity (normalized) is 0.703.